Dataset: Full USPTO retrosynthesis dataset with 1.9M reactions from patents (1976-2016). Task: Predict the reactants needed to synthesize the given product. (1) Given the product [C:2]([O:9][CH2:22][CH2:12][CH2:17][CH3:16])(=[O:8])[CH2:3][CH2:4][C:5]([O:7][CH2:2][CH2:3][CH2:4][CH3:5])=[O:6], predict the reactants needed to synthesize it. The reactants are: O.[C:2]([O-:9])(=[O:8])[CH2:3][CH2:4][C:5]([O-:7])=[O:6].[NH4+].[NH4+].[C:12]1([CH3:22])[CH:17]=[CH:16]C(S(O)(=O)=O)=CC=1. (2) Given the product [CH3:1][O:2][C:3]([C:5]1[CH:10]=[CH:9][N:8]2[CH:11]=[N:12][CH:13]=[C:7]2[C:6]=1[NH:22][C:21]1[CH:23]=[CH:24][C:18]([CH:15]2[CH2:16][CH2:17]2)=[CH:19][C:20]=1[F:25])=[O:4], predict the reactants needed to synthesize it. The reactants are: [CH3:1][O:2][C:3]([C:5]1[CH:10]=[CH:9][N:8]2[CH:11]=[N:12][CH:13]=[C:7]2[C:6]=1Cl)=[O:4].[CH:15]1([C:18]2[CH:24]=[CH:23][C:21]([NH2:22])=[C:20]([F:25])[CH:19]=2)[CH2:17][CH2:16]1.C1(P(C2CCCCC2)C2C=CC=CC=2C2C(OC(C)C)=CC=CC=2OC(C)C)CCCCC1.[O-]P([O-])([O-])=O.[K+].[K+].[K+]. (3) Given the product [CH2:1]([C:8]1[C:9]([CH2:19][NH:20][CH:21]2[CH2:23][CH2:22]2)=[N:10][C:11]2[C:16]([N:17]=1)=[CH:15][CH:14]=[C:13]([Cl:18])[CH:12]=2)[C:2]1[CH:3]=[CH:4][CH:5]=[CH:6][CH:7]=1, predict the reactants needed to synthesize it. The reactants are: [CH2:1]([C:8]1[C:9]([C:19]#[N:20])=[N:10][C:11]2[C:16]([N:17]=1)=[CH:15][CH:14]=[C:13]([Cl:18])[CH:12]=2)[C:2]1[CH:7]=[CH:6][CH:5]=[CH:4][CH:3]=1.[CH:21]1([Mg]Br)[CH2:23][CH2:22]1.C(O)(C(F)(F)F)=O. (4) Given the product [F:32][C:2]([CH3:11])([CH3:1])[C:3]([C:5]1[CH:6]=[N:7][CH:8]=[CH:9][CH:10]=1)=[O:4], predict the reactants needed to synthesize it. The reactants are: [CH3:1][CH:2]([CH3:11])[C:3]([C:5]1[CH:6]=[N:7][CH:8]=[CH:9][CH:10]=1)=[O:4].C[Si]([N-][Si](C)(C)C)(C)C.[Li+].C1C=CC(S(N(S(C2C=CC=CC=2)(=O)=O)[F:32])(=O)=O)=CC=1.[Cl-].[NH4+]. (5) The reactants are: [CH2:1]1[C:9]2[C:4](=[CH:5][CH:6]=[CH:7][CH:8]=2)[CH2:3][CH:2]1[CH2:10][S:11]([CH2:14][C@@H:15]([N:33]([OH:36])[CH:34]=[O:35])[C:16]1[CH:21]=[CH:20][CH:19]=[C:18]([NH:22]C(OCC2C=CC=CC=2)=O)[CH:17]=1)(=[O:13])=[O:12]. Given the product [CH2:1]1[C:9]2[C:4](=[CH:5][CH:6]=[CH:7][CH:8]=2)[CH2:3][CH:2]1[CH2:10][S:11]([CH2:14][C@@H:15]([N:33]([OH:36])[CH:34]=[O:35])[C:16]1[CH:21]=[CH:20][CH:19]=[C:18]([NH2:22])[CH:17]=1)(=[O:13])=[O:12], predict the reactants needed to synthesize it. (6) Given the product [Cl:1][C:2]1[CH:3]=[C:4]([C:9]2[C:10]([O:25][CH2:26][C:27]([F:30])([F:28])[F:29])=[N:11][CH:12]=[C:13]([CH:24]=2)[C:14]([NH:16][CH2:17]/[C:18](=[N:34]/[O:33][CH3:32])/[C:19]([F:20])([F:21])[F:22])=[O:15])[CH:5]=[CH:6][C:7]=1[Cl:8], predict the reactants needed to synthesize it. The reactants are: [Cl:1][C:2]1[CH:3]=[C:4]([C:9]2[C:10]([O:25][CH2:26][C:27]([F:30])([F:29])[F:28])=[N:11][CH:12]=[C:13]([CH:24]=2)[C:14]([NH:16][CH2:17][C:18](=O)[C:19]([F:22])([F:21])[F:20])=[O:15])[CH:5]=[CH:6][C:7]=1[Cl:8].Cl.[CH3:32][O:33][NH2:34].